From a dataset of Forward reaction prediction with 1.9M reactions from USPTO patents (1976-2016). Predict the product of the given reaction. Given the reactants Br[CH:2]([C:13]1[CH:14]=[CH:15][C:16]2[N:17]([C:19]([CH:22]([CH3:24])[CH3:23])=[N:20][N:21]=2)[N:18]=1)[C:3]([C:5]1[CH:10]=[CH:9][C:8]([F:11])=[CH:7][C:6]=1[F:12])=O.[N:25]1([C:31](=[S:33])[NH2:32])[CH2:30][CH2:29][CH2:28][CH2:27][CH2:26]1, predict the reaction product. The product is: [F:12][C:6]1[CH:7]=[C:8]([F:11])[CH:9]=[CH:10][C:5]=1[C:3]1[N:32]=[C:31]([N:25]2[CH2:30][CH2:29][CH2:28][CH2:27][CH2:26]2)[S:33][C:2]=1[C:13]1[CH:14]=[CH:15][C:16]2[N:17]([C:19]([CH:22]([CH3:24])[CH3:23])=[N:20][N:21]=2)[N:18]=1.